From a dataset of hERG potassium channel inhibition data for cardiac toxicity prediction from Karim et al.. Regression/Classification. Given a drug SMILES string, predict its toxicity properties. Task type varies by dataset: regression for continuous values (e.g., LD50, hERG inhibition percentage) or binary classification for toxic/non-toxic outcomes (e.g., AMES mutagenicity, cardiotoxicity, hepatotoxicity). Dataset: herg_karim. (1) The compound is CN1CCN(c2nc(C3=C(c4c[nH]c5ccccc45)C(=O)NC3=O)c3ccccc3n2)CC1. The result is 0 (non-blocker). (2) The drug is COC(=O)C=CC(=O)OC. The result is 0 (non-blocker). (3) The drug is CN(CCCC(=O)NCC#N)C(=O)c1ccc2c(c1)c1c(n2C)CC[C@@H](C2CCOCC2)C1. The result is 0 (non-blocker). (4) The compound is COc1ccc(C2Sc3ccccc3N(CCN(C)C)C(=O)C2OC(C)=O)cc1. The result is 0 (non-blocker). (5) The molecule is Cc1ccc2c(N3CCN(CCc4cccc(NS(C)(=O)=O)c4)CC3)cccc2n1. The result is 1 (blocker).